This data is from Catalyst prediction with 721,799 reactions and 888 catalyst types from USPTO. The task is: Predict which catalyst facilitates the given reaction. (1) Reactant: [CH2:1]1[O:9][C:8]2[CH:7]=[CH:6][C:5]([CH2:10][CH2:11][NH2:12])=[CH:4][C:3]=2[O:2]1.[CH2:13]1[O:21][C:20]2[CH:19]=[CH:18][C:17]([N:22]=[C:23]=[O:24])=[CH:16][C:15]=2[O:14]1. Product: [CH2:13]1[O:21][C:20]2[CH:19]=[CH:18][C:17]([NH:22][C:23]([NH:12][CH2:11][CH2:10][C:5]3[CH:6]=[CH:7][C:8]4[O:9][CH2:1][O:2][C:3]=4[CH:4]=3)=[O:24])=[CH:16][C:15]=2[O:14]1. The catalyst class is: 48. (2) The catalyst class is: 582. Product: [CH2:29]([C:18]1([N:16]2[CH:17]=[C:13]([C:11]3[N:10]4[CH:31]=[CH:32][N:33]=[C:9]4[CH:8]=[C:7]([C:5]4[CH:4]=[N:3][N:2]([CH3:1])[CH:6]=4)[N:12]=3)[CH:14]=[N:15]2)[CH2:21][N:20]([C:22]([O:24][C:25]([CH3:28])([CH3:26])[CH3:27])=[O:23])[CH2:19]1)[CH3:30]. Reactant: [CH3:1][N:2]1[CH:6]=[C:5]([C:7]2[N:12]=[C:11]([C:13]3[CH:14]=[N:15][N:16]([C:18]4([CH:29]=[CH2:30])[CH2:21][N:20]([C:22]([O:24][C:25]([CH3:28])([CH3:27])[CH3:26])=[O:23])[CH2:19]4)[CH:17]=3)[N:10]3[CH:31]=[CH:32][N:33]=[C:9]3[CH:8]=2)[CH:4]=[N:3]1. (3) Reactant: [CH3:1][O:2][C:3]1[CH:4]=[C:5]([CH2:11][CH2:12][C:13]2[N:14]=[C:15]3[CH:21]=[C:20]([C:22]4[CH:27]=[CH:26][C:25]([N:28]5[CH2:33][CH2:32][N:31]([CH3:34])[CH2:30][CH2:29]5)=[CH:24][CH:23]=4)[NH:19][C:16]3=[N:17][CH:18]=2)[CH:6]=[C:7]([O:9][CH3:10])[CH:8]=1.ClS([N:39]=[C:40]=O)(=O)=O. Product: [CH3:10][O:9][C:7]1[CH:6]=[C:5]([CH2:11][CH2:12][C:13]2[N:14]=[C:15]3[C:21]([C:40]#[N:39])=[C:20]([C:22]4[CH:23]=[CH:24][C:25]([N:28]5[CH2:29][CH2:30][N:31]([CH3:34])[CH2:32][CH2:33]5)=[CH:26][CH:27]=4)[NH:19][C:16]3=[N:17][CH:18]=2)[CH:4]=[C:3]([O:2][CH3:1])[CH:8]=1. The catalyst class is: 9. (4) Reactant: [C:1]([OH:4])(=[O:3])C.[C:5](Cl)(=[O:9])[C:6](Cl)=O.[Br:11][C:12]1[C:18]([CH3:19])=[CH:17][CH:16]=[CH:15][C:13]=1[NH2:14].C(N([CH:26]([CH3:28])[CH3:27])CC)(C)C.[NH:29]1[CH2:34][CH2:33][NH:32][CH2:31][CH2:30]1.Cl[CH2:36]Cl. Product: [Br:11][C:12]1[C:18]([CH3:19])=[CH:17][CH:16]=[CH:15][C:13]=1[NH:14][C:5](=[O:9])[CH2:6][CH:31]1[NH:32][CH2:33][CH2:34][N:29]([C:1]([O:4][C:26]([CH3:28])([CH3:36])[CH3:27])=[O:3])[CH2:30]1. The catalyst class is: 348. (5) Reactant: [Br:1][C:2]1[CH:7]=[CH:6][C:5]([CH2:8][C:9](O)=[O:10])=[C:4]([F:12])[CH:3]=1.S(Cl)([Cl:15])=O.CN(C=O)C. Product: [Br:1][C:2]1[CH:7]=[CH:6][C:5]([CH2:8][C:9]([Cl:15])=[O:10])=[C:4]([F:12])[CH:3]=1. The catalyst class is: 425. (6) Reactant: [CH2:1]([CH:4]([CH2:16][CH2:17][CH3:18])[C:5]([NH:7][C@@H:8]([CH2:13][CH:14]=[CH2:15])[C:9]([O:11][CH3:12])=[O:10])=[O:6])[CH2:2][CH3:3].I[CH3:20].[H-].[Na+]. Product: [CH3:20][N:7]([C@@H:8]([CH2:13][CH:14]=[CH2:15])[C:9]([O:11][CH3:12])=[O:10])[C:5](=[O:6])[CH:4]([CH2:1][CH2:2][CH3:3])[CH2:16][CH2:17][CH3:18]. The catalyst class is: 1. (7) Reactant: [C:1]1([CH:7]([C:19]2[CH:24]=[CH:23][CH:22]=[CH:21][CH:20]=2)[N:8]2[CH:13]=[CH:12][CH:11]=[C:10]([C:14]([O:16]C)=[O:15])[C:9]2=[O:18])[CH:6]=[CH:5][CH:4]=[CH:3][CH:2]=1.C1COCC1.CO.[OH-].[Na+]. Product: [C:19]1([CH:7]([C:1]2[CH:6]=[CH:5][CH:4]=[CH:3][CH:2]=2)[N:8]2[CH:13]=[CH:12][CH:11]=[C:10]([C:14]([OH:16])=[O:15])[C:9]2=[O:18])[CH:20]=[CH:21][CH:22]=[CH:23][CH:24]=1. The catalyst class is: 6.